Dataset: Forward reaction prediction with 1.9M reactions from USPTO patents (1976-2016). Task: Predict the product of the given reaction. (1) Given the reactants C(OC([N:11]1[CH2:15][CH2:14][CH2:13][C@H:12]1[CH2:16][N:17](CC1C=CC=CC=1OC)[CH2:18][C:19](=O)[CH:20]([C:27]1[CH:32]=[CH:31][CH:30]=[CH:29][CH:28]=1)[C:21]1[CH:26]=[CH:25][CH:24]=[CH:23][CH:22]=1)=O)C1C=CC=CC=1.[ClH:43], predict the reaction product. The product is: [ClH:43].[ClH:43].[CH:20]([CH:19]1[N:11]2[CH2:15][CH2:14][CH2:13][C@H:12]2[CH2:16][NH:17][CH2:18]1)([C:27]1[CH:32]=[CH:31][CH:30]=[CH:29][CH:28]=1)[C:21]1[CH:26]=[CH:25][CH:24]=[CH:23][CH:22]=1. (2) Given the reactants [CH2:1]([N:3]1[CH2:8][CH2:7][N:6]([C:9]2[C:10]([C:23]3[CH:28]=[CH:27][C:26]([F:29])=[CH:25][CH:24]=3)=[N:11][C:12]3[C:17]([N:18]=2)=[CH:16][C:15]([C:19]([O:21]C)=[O:20])=[CH:14][CH:13]=3)[C@@H:5]([CH3:30])[CH2:4]1)[CH3:2].[OH-].[Na+].O, predict the reaction product. The product is: [CH2:1]([N:3]1[CH2:8][CH2:7][N:6]([C:9]2[C:10]([C:23]3[CH:24]=[CH:25][C:26]([F:29])=[CH:27][CH:28]=3)=[N:11][C:12]3[C:17]([N:18]=2)=[CH:16][C:15]([C:19]([OH:21])=[O:20])=[CH:14][CH:13]=3)[C@@H:5]([CH3:30])[CH2:4]1)[CH3:2]. (3) Given the reactants C(OC(=O)[NH:7][C@H:8]([CH2:29][C:30]1[CH:35]=[CH:34][C:33]([Cl:36])=[CH:32][CH:31]=1)[C:9]([N:11]1[CH2:16][CH2:15][CH:14]([C:17]2[CH:18]=[C:19]([C:23]3[CH:28]=[CH:27][CH:26]=[CH:25][CH:24]=3)[CH:20]=[CH:21][CH:22]=2)[CH2:13][CH2:12]1)=[O:10])(C)(C)C.C(O)(C(F)(F)F)=O, predict the reaction product. The product is: [ClH:36].[NH2:7][C@H:8]([CH2:29][C:30]1[CH:31]=[CH:32][C:33]([Cl:36])=[CH:34][CH:35]=1)[C:9]([N:11]1[CH2:16][CH2:15][CH:14]([C:17]2[CH:18]=[C:19]([C:23]3[CH:28]=[CH:27][CH:26]=[CH:25][CH:24]=3)[CH:20]=[CH:21][CH:22]=2)[CH2:13][CH2:12]1)=[O:10]. (4) Given the reactants Cl[C:2]1[N:7]=[C:6]([CH2:8][CH2:9][C:10]2[CH:15]=[CH:14][CH:13]=[CH:12][C:11]=2[C:16]2([C:19]([NH2:21])=[O:20])[CH2:18][CH2:17]2)[C:5]([Cl:22])=[CH:4][N:3]=1.[CH3:23][N:24]1[CH:28]=[CH:27][C:26]([NH2:29])=[N:25]1.O.C1(C)C=CC(S(O)(=O)=O)=CC=1, predict the reaction product. The product is: [Cl:22][C:5]1[C:6]([CH2:8][CH2:9][C:10]2[CH:15]=[CH:14][CH:13]=[CH:12][C:11]=2[C:16]2([C:19]([NH2:21])=[O:20])[CH2:18][CH2:17]2)=[N:7][C:2]([NH:29][C:26]2[CH:27]=[CH:28][N:24]([CH3:23])[N:25]=2)=[N:3][CH:4]=1. (5) Given the reactants [OH:1][CH2:2][C:3]1[CH:4]=[C:5]([CH2:9][CH2:10][CH2:11]O)[CH:6]=[CH:7][CH:8]=1.[C:13]([Si:17]([CH3:24])([CH3:23])[O:18][CH2:19]CC#C)([CH3:16])([CH3:15])[CH3:14].CO, predict the reaction product. The product is: [Si:17]([O:18][CH2:19][CH2:11][C:10]#[C:9][C:5]1[CH:4]=[C:3]([CH2:2][OH:1])[CH:8]=[CH:7][CH:6]=1)([C:13]([CH3:16])([CH3:15])[CH3:14])([CH3:24])[CH3:23].